From a dataset of NCI-60 drug combinations with 297,098 pairs across 59 cell lines. Regression. Given two drug SMILES strings and cell line genomic features, predict the synergy score measuring deviation from expected non-interaction effect. (1) Drug 2: C1CC(=O)NC(=O)C1N2C(=O)C3=CC=CC=C3C2=O. Synergy scores: CSS=32.3, Synergy_ZIP=-9.41, Synergy_Bliss=-2.88, Synergy_Loewe=-81.8, Synergy_HSA=-3.50. Drug 1: CCC1=C2CN3C(=CC4=C(C3=O)COC(=O)C4(CC)O)C2=NC5=C1C=C(C=C5)O. Cell line: KM12. (2) Drug 1: CC1=CC2C(CCC3(C2CCC3(C(=O)C)OC(=O)C)C)C4(C1=CC(=O)CC4)C. Drug 2: CNC(=O)C1=NC=CC(=C1)OC2=CC=C(C=C2)NC(=O)NC3=CC(=C(C=C3)Cl)C(F)(F)F. Cell line: SR. Synergy scores: CSS=66.2, Synergy_ZIP=2.86, Synergy_Bliss=1.75, Synergy_Loewe=-31.1, Synergy_HSA=1.64. (3) Drug 1: CC1C(C(CC(O1)OC2CC(CC3=C2C(=C4C(=C3O)C(=O)C5=C(C4=O)C(=CC=C5)OC)O)(C(=O)CO)O)N)O.Cl. Drug 2: C(CC(=O)O)C(=O)CN.Cl. Cell line: UACC-257. Synergy scores: CSS=10.6, Synergy_ZIP=-2.02, Synergy_Bliss=-0.0203, Synergy_Loewe=1.12, Synergy_HSA=1.14. (4) Drug 1: C1C(C(OC1N2C=NC(=NC2=O)N)CO)O. Drug 2: COCCOC1=C(C=C2C(=C1)C(=NC=N2)NC3=CC=CC(=C3)C#C)OCCOC.Cl. Cell line: NCI-H460. Synergy scores: CSS=10.7, Synergy_ZIP=-4.05, Synergy_Bliss=-1.37, Synergy_Loewe=-7.89, Synergy_HSA=-0.675. (5) Drug 1: C1=NC2=C(N1)C(=S)N=C(N2)N. Drug 2: CC1=C(C(CCC1)(C)C)C=CC(=CC=CC(=CC(=O)O)C)C. Cell line: K-562. Synergy scores: CSS=36.7, Synergy_ZIP=-6.59, Synergy_Bliss=-10.2, Synergy_Loewe=-12.5, Synergy_HSA=-6.85. (6) Drug 1: CCC1=CC2CC(C3=C(CN(C2)C1)C4=CC=CC=C4N3)(C5=C(C=C6C(=C5)C78CCN9C7C(C=CC9)(C(C(C8N6C)(C(=O)OC)O)OC(=O)C)CC)OC)C(=O)OC.C(C(C(=O)O)O)(C(=O)O)O. Drug 2: CC1CCC2CC(C(=CC=CC=CC(CC(C(=O)C(C(C(=CC(C(=O)CC(OC(=O)C3CCCCN3C(=O)C(=O)C1(O2)O)C(C)CC4CCC(C(C4)OC)O)C)C)O)OC)C)C)C)OC. Cell line: SK-MEL-5. Synergy scores: CSS=46.6, Synergy_ZIP=10.0, Synergy_Bliss=10.5, Synergy_Loewe=7.37, Synergy_HSA=13.0. (7) Drug 1: C(CC(=O)O)C(=O)CN.Cl. Drug 2: N.N.Cl[Pt+2]Cl. Cell line: SF-295. Synergy scores: CSS=49.0, Synergy_ZIP=-2.36, Synergy_Bliss=0.289, Synergy_Loewe=-28.8, Synergy_HSA=1.57.